This data is from Forward reaction prediction with 1.9M reactions from USPTO patents (1976-2016). The task is: Predict the product of the given reaction. (1) Given the reactants [H-].[Na+].[CH3:3][O:4][CH2:5][O:6][CH:7]1[CH2:11][CH2:10][CH:9]([C:12](=[O:20])[CH2:13][C:14]2[CH:19]=[CH:18][CH:17]=[CH:16][CH:15]=2)[CH2:8]1.[C:21](OCC)(=[O:23])[CH3:22].[Cl-].[NH4+], predict the reaction product. The product is: [CH3:3][O:4][CH2:5][O:6][CH:7]1[CH2:11][CH2:10][CH:9]([C:12](=[O:20])[CH:13]([C:14]2[CH:19]=[CH:18][CH:17]=[CH:16][CH:15]=2)[C:21](=[O:23])[CH3:22])[CH2:8]1. (2) Given the reactants C[Si]([N-][Si](C)(C)C)(C)C.[Na+].[CH2:11]([N:13]1[CH2:18][CH2:17][C:16]2[S:19][C:20]([C:22]3[CH:23]=[C:24]([C:29]4[CH:34]=[C:33]([C:35]5[CH:36]=[N:37][N:38]([CH3:40])[CH:39]=5)[N:32]=[CH:31][C:30]=4[NH2:41])[C:25](F)=[N:26][CH:27]=3)=[CH:21][C:15]=2[CH2:14]1)[CH3:12], predict the reaction product. The product is: [CH2:11]([N:13]1[CH2:18][CH2:17][C:16]2[S:19][C:20]([C:22]3[CH:27]=[N:26][C:25]4[NH:41][C:30]5[CH:31]=[N:32][C:33]([C:35]6[CH:36]=[N:37][N:38]([CH3:40])[CH:39]=6)=[CH:34][C:29]=5[C:24]=4[CH:23]=3)=[CH:21][C:15]=2[CH2:14]1)[CH3:12]. (3) Given the reactants Br[C:2]1[C:10]2[C:5](=[CH:6][C:7]([S:11]([N:14]([CH2:20][C:21]3[CH:26]=[CH:25][C:24]([O:27][CH3:28])=[CH:23][C:22]=3[O:29][CH3:30])[C:15]3[S:19][N:18]=[CH:17][N:16]=3)(=[O:13])=[O:12])=[CH:8][CH:9]=2)[N:4]([CH3:31])[CH:3]=1.[B:32]1([B:32]2[O:36][C:35]([CH3:38])([CH3:37])[C:34]([CH3:40])([CH3:39])[O:33]2)[O:36][C:35]([CH3:38])([CH3:37])[C:34]([CH3:40])([CH3:39])[O:33]1.C([O-])(=O)C.[K+].CC(C1C=C(C(C)C)C(C2C=CC=CC=2P(C2CCCCC2)C2CCCCC2)=C(C(C)C)C=1)C, predict the reaction product. The product is: [CH3:30][O:29][C:22]1[CH:23]=[C:24]([O:27][CH3:28])[CH:25]=[CH:26][C:21]=1[CH2:20][N:14]([C:15]1[S:19][N:18]=[CH:17][N:16]=1)[S:11]([C:7]1[CH:6]=[C:5]2[C:10]([C:2]([B:32]3[O:36][C:35]([CH3:38])([CH3:37])[C:34]([CH3:40])([CH3:39])[O:33]3)=[CH:3][N:4]2[CH3:31])=[CH:9][CH:8]=1)(=[O:12])=[O:13].